This data is from Forward reaction prediction with 1.9M reactions from USPTO patents (1976-2016). The task is: Predict the product of the given reaction. Given the reactants Cl[C:2]1[CH:11]=[C:10]([C:12]2[CH:17]=[CH:16][C:15]([F:18])=[CH:14][CH:13]=2)[C:9]2[C:4](=[CH:5][C:6]([CH2:19][N:20]3[CH:24]=[C:23]([C:25]([OH:32])([CH2:30][CH3:31])[C:26]([F:29])([F:28])[F:27])[N:22]=[N:21]3)=[CH:7][CH:8]=2)[N:3]=1.C[N:34]1[C:38](=O)[CH2:37][CH2:36][CH2:35]1, predict the reaction product. The product is: [F:27][C:26]([F:29])([F:28])[C@:25]([C:23]1[N:22]=[N:21][N:20]([CH2:19][C:6]2[CH:5]=[C:4]3[C:9]([C:10]([C:12]4[CH:17]=[CH:16][C:15]([F:18])=[CH:14][CH:13]=4)=[CH:11][C:2]([N:34]4[CH2:38][CH2:37][CH2:36][CH2:35]4)=[N:3]3)=[CH:8][CH:7]=2)[CH:24]=1)([OH:32])[CH2:30][CH3:31].